Task: Predict the reactants needed to synthesize the given product.. Dataset: Full USPTO retrosynthesis dataset with 1.9M reactions from patents (1976-2016) (1) The reactants are: Cl[C:2]1[N:11]=[C:10]([NH:12][CH2:13][C@@H:14]([NH:21][C:22](=[O:24])[CH3:23])[C:15]2[CH:20]=[CH:19][CH:18]=[CH:17][CH:16]=2)[C:9]2[C:4](=[CH:5][CH:6]=[CH:7][CH:8]=2)[N:3]=1.[N:25]1[CH:26]=[CH:27][N:28]2[CH:33]=[C:32](B(O)O)[CH:31]=[CH:30][C:29]=12.N1C=CN2C=C(C3N=C(NCC(C4C=CC=CC=4)C4NC=CC=4)C4C(=CC=CC=4)N=3)C=CC=12. Given the product [N:25]1[CH:26]=[CH:27][N:28]2[CH:33]=[C:32]([C:2]3[N:11]=[C:10]([NH:12][CH2:13][C@@H:14]([NH:21][C:22](=[O:24])[CH3:23])[C:15]4[CH:20]=[CH:19][CH:18]=[CH:17][CH:16]=4)[C:9]4[C:4](=[CH:5][CH:6]=[CH:7][CH:8]=4)[N:3]=3)[CH:31]=[CH:30][C:29]=12, predict the reactants needed to synthesize it. (2) The reactants are: [Cl:1][C:2]1[N:7]=[C:6]([NH:8][CH2:9][CH:10]([O:13][CH3:14])[O:11][CH3:12])[C:5]([NH2:15])=[C:4]([N:16]2[CH2:21][CH2:20][O:19][CH2:18][CH2:17]2)[N:3]=1.[N:22]([O-])=O.[Na+]. Given the product [Cl:1][C:2]1[N:3]=[C:4]([N:16]2[CH2:17][CH2:18][O:19][CH2:20][CH2:21]2)[C:5]2[N:15]=[N:22][N:8]([CH2:9][CH:10]([O:13][CH3:14])[O:11][CH3:12])[C:6]=2[N:7]=1, predict the reactants needed to synthesize it. (3) Given the product [CH3:1][S:2]([O:6][CH2:7][CH2:8][C@H:9]1[C@@H:10]([O:29][S:2]([CH3:1])(=[O:4])=[O:3])[CH2:11][C@@H:12]([O:22][CH:23]2[CH2:28][CH2:27][CH2:26][CH2:25][O:24]2)[C@@H:13]1[CH2:14][CH2:15][CH2:16][CH2:17][CH2:18][CH2:19][CH2:20][CH3:21])(=[O:4])=[O:3], predict the reactants needed to synthesize it. The reactants are: [CH3:1][S:2](Cl)(=[O:4])=[O:3].[OH:6][CH2:7][CH2:8][C@@H:9]1[C@@H:13]([CH2:14][CH2:15][CH2:16][CH2:17][CH2:18][CH2:19][CH2:20][CH3:21])[C@H:12]([O:22][CH:23]2[CH2:28][CH2:27][CH2:26][CH2:25][O:24]2)[CH2:11][C@@H:10]1[OH:29].CCN(CC)CC.C([O-])(O)=O.[Na+]. (4) Given the product [Cl:23][C:20]1[CH:21]=[CH:22][C:17]([N:16]2[C:14](=[O:15])[C:13]3[C:12](=[CH:27][CH:26]=[CH:25][CH:24]=3)[N:11]=[C:6]2[C:5]2[CH:8]=[CH:9][C:2]([OH:1])=[C:3]([CH3:10])[CH:4]=2)=[CH:18][CH:19]=1, predict the reactants needed to synthesize it. The reactants are: [OH:1][C:2]1[CH:9]=[CH:8][C:5]([CH:6]=O)=[CH:4][C:3]=1[CH3:10].[NH2:11][C:12]1[CH:27]=[CH:26][CH:25]=[CH:24][C:13]=1[C:14]([NH:16][C:17]1[CH:22]=[CH:21][C:20]([Cl:23])=[CH:19][CH:18]=1)=[O:15]. (5) The reactants are: FC(F)(F)C(O)=O.[CH3:8][N:9]1[CH2:13][CH2:12][C@@:11]([NH:33]C(=O)OC(C)(C)C)([CH2:14][C:15]#[C:16][C:17]2[N:22]=[C:21]([C:23]3[CH:28]=[CH:27][C:26]([C:29]([F:32])([F:31])[F:30])=[CH:25][CH:24]=3)[CH:20]=[CH:19][N:18]=2)[C:10]1=[O:41]. Given the product [NH2:33][C@@:11]1([CH2:14][C:15]#[C:16][C:17]2[N:22]=[C:21]([C:23]3[CH:28]=[CH:27][C:26]([C:29]([F:32])([F:31])[F:30])=[CH:25][CH:24]=3)[CH:20]=[CH:19][N:18]=2)[CH2:12][CH2:13][N:9]([CH3:8])[C:10]1=[O:41], predict the reactants needed to synthesize it. (6) Given the product [NH3:9].[Cl:32][C:33]1[CH:34]=[C:35]([NH:36][C:8]2[C:17]3[C:12](=[CH:13][CH:14]=[C:15]([O:18][CH:19]4[CH2:20][CH2:21][NH:22][CH2:23][CH2:24]4)[CH:16]=3)[N:11]=[CH:10][N:9]=2)[CH:37]=[CH:38][C:39]=1[O:40][CH2:41][C:42]1[CH:47]=[CH:46][CH:45]=[C:44]([F:48])[CH:43]=1, predict the reactants needed to synthesize it. The reactants are: Cl.CCOCC.Cl[C:8]1[C:17]2[C:12](=[CH:13][CH:14]=[C:15]([O:18][CH:19]3[CH2:24][CH2:23][N:22](C(OC(C)(C)C)=O)[CH2:21][CH2:20]3)[CH:16]=2)[N:11]=[CH:10][N:9]=1.[Cl:32][C:33]1[CH:34]=[C:35]([CH:37]=[CH:38][C:39]=1[O:40][CH2:41][C:42]1[CH:47]=[CH:46][CH:45]=[C:44]([F:48])[CH:43]=1)[NH2:36].